Dataset: Forward reaction prediction with 1.9M reactions from USPTO patents (1976-2016). Task: Predict the product of the given reaction. Given the reactants Br[C:2]1[N:6]2[C:7]3[C:12]([N:13]=[C:14]([CH3:15])[C:5]2=[C:4]([CH3:19])[N:3]=1)=[C:11]([F:16])[CH:10]=[C:9]([O:17][CH3:18])[CH:8]=3.[F:20][C:21]1[C:22]([CH3:30])=[C:23](B(O)O)[CH:24]=[CH:25][CH:26]=1.C([O-])([O-])=O.[K+].[K+], predict the reaction product. The product is: [F:16][C:11]1[CH:10]=[C:9]([O:17][CH3:18])[CH:8]=[C:7]2[C:12]=1[N:13]=[C:14]([CH3:15])[C:5]1[N:6]2[C:2]([C:23]2[CH:24]=[CH:25][CH:26]=[C:21]([F:20])[C:22]=2[CH3:30])=[N:3][C:4]=1[CH3:19].